Dataset: CYP2C19 inhibition data for predicting drug metabolism from PubChem BioAssay. Task: Regression/Classification. Given a drug SMILES string, predict its absorption, distribution, metabolism, or excretion properties. Task type varies by dataset: regression for continuous measurements (e.g., permeability, clearance, half-life) or binary classification for categorical outcomes (e.g., BBB penetration, CYP inhibition). Dataset: cyp2c19_veith. (1) The compound is O=C(CSc1nnc2sc3ccccc3n12)NCc1ccco1. The result is 1 (inhibitor). (2) The molecule is CCCS(=O)(=O)N1CCCC(C(=O)NCCN2CCOCC2)C1. The result is 0 (non-inhibitor). (3) The compound is Cc1ccc(S(=O)(=O)N(CCCN2CCCC2=O)Cc2cc3c(C)ccc(C)c3[nH]c2=O)cc1. The result is 1 (inhibitor). (4) The molecule is C[C@](N)(CCP(=O)(O)O)C(=O)O. The result is 0 (non-inhibitor).